Dataset: Forward reaction prediction with 1.9M reactions from USPTO patents (1976-2016). Task: Predict the product of the given reaction. (1) Given the reactants [NH:1]1[CH:5]=[C:4]([C:6]2[N:11]=[CH:10][C:9]3[CH:12]=[N:13][N:14]([C:15]4[N:20]=[C:19]([N:21]5[CH2:27][CH2:26][CH2:25][N:24](C([O-])=O)[CH2:23][CH2:22]5)[CH:18]=[CH:17][CH:16]=4)[C:8]=3[CH:7]=2)[CH:3]=[N:2]1.Cl.[CH3:32]O, predict the reaction product. The product is: [N:21]1([C:19]2[N:20]=[C:15]([N:14]3[C:8]4[CH:7]=[C:6]([C:4]5[CH:3]=[N:2][N:1]([CH3:32])[CH:5]=5)[N:11]=[CH:10][C:9]=4[CH:12]=[N:13]3)[CH:16]=[CH:17][CH:18]=2)[CH2:27][CH2:26][CH2:25][NH:24][CH2:23][CH2:22]1. (2) Given the reactants [CH2:1]([N:3]([CH2:6][C:7]1[S:11][C:10]([C:12]2[O:16][N:15]=[C:14]([C:17]3[CH:22]=[CH:21][C:20]([CH2:23][CH:24]([OH:31])[CH2:25]OS(C)(=O)=O)=[CH:19][CH:18]=3)[N:13]=2)=[CH:9][C:8]=1[CH3:32])[CH2:4][CH3:5])[CH3:2].[NH3:33], predict the reaction product. The product is: [NH2:33][CH2:25][CH:24]([OH:31])[CH2:23][C:20]1[CH:21]=[CH:22][C:17]([C:14]2[N:13]=[C:12]([C:10]3[S:11][C:7]([CH2:6][N:3]([CH2:4][CH3:5])[CH2:1][CH3:2])=[C:8]([CH3:32])[CH:9]=3)[O:16][N:15]=2)=[CH:18][CH:19]=1. (3) Given the reactants [Cl:1][C:2]1[CH:7]=[C:6]([C:8]2[CH:9]=[N:10][C:11]([C:14]([F:17])([F:16])[F:15])=[N:12][CH:13]=2)[N:5]=[CH:4][C:3]=1[CH:18](O)[C:19]([F:22])([F:21])[F:20].N1(C(N2C=CN=C2)=S)C=CN=C1.CC(N=NC(C#N)(C)C)(C#N)C.C([SnH](CCCC)CCCC)CCC, predict the reaction product. The product is: [Cl:1][C:2]1[C:3]([CH2:18][C:19]([F:21])([F:20])[F:22])=[CH:4][N:5]=[C:6]([C:8]2[CH:13]=[N:12][C:11]([C:14]([F:17])([F:15])[F:16])=[N:10][CH:9]=2)[CH:7]=1. (4) Given the reactants [CH3:1][C:2]1[CH:3]=[C:4]([C:9]2[NH:10][C:11]3[C:16]([CH:17]=2)=[CH:15][C:14]([C:18]([CH3:23])([CH3:22])[C:19](O)=[O:20])=[CH:13][CH:12]=3)[CH:5]=[C:6]([CH3:8])[CH:7]=1.[CH:24]1([NH2:27])[CH2:26][CH2:25]1, predict the reaction product. The product is: [CH3:8][C:6]1[CH:5]=[C:4]([C:9]2[NH:10][C:11]3[C:16]([CH:17]=2)=[CH:15][C:14]([C:18]([CH3:22])([CH3:23])[C:19]([NH:27][CH:24]2[CH2:26][CH2:25]2)=[O:20])=[CH:13][CH:12]=3)[CH:3]=[C:2]([CH3:1])[CH:7]=1. (5) Given the reactants [N:1]1([C:13](=[O:14])[C:12]2[N:10](C)[CH:9]=[N:8][C:7]=2[N:5](C)[C:3]1=[O:4])C.N1C(=O)C2N(C)C=NC=2N(C)C1=O.N1(C(=O)C2NC=NC=2N(C)C1=O)C, predict the reaction product. The product is: [NH:1]1[C:13](=[O:14])[C:12]2[NH:10][CH:9]=[N:8][C:7]=2[NH:5][C:3]1=[O:4]. (6) Given the reactants [CH2:1]([Si:3]([CH2:35][CH3:36])([CH2:33][CH3:34])[O:4][CH:5]([C:23]1[CH:24]=[C:25]2[C:30](=[CH:31][CH:32]=1)[N:29]=[CH:28][CH:27]=[CH:26]2)[CH2:6][C:7](N1[C@@H]2CC3C(C)(C)C2(CC3)CS1(=O)=O)=[O:8])[CH3:2].[H-].C([Al+]CC(C)C)C(C)C, predict the reaction product. The product is: [CH2:35]([Si:3]([CH2:1][CH3:2])([CH2:33][CH3:34])[O:4][C@H:5]([C:23]1[CH:24]=[C:25]2[C:30](=[CH:31][CH:32]=1)[N:29]=[CH:28][CH:27]=[CH:26]2)[CH2:6][CH:7]=[O:8])[CH3:36]. (7) Given the reactants [F:1][C:2]([F:12])([F:11])[O:3][C:4]1[CH:9]=[CH:8][C:7]([OH:10])=[CH:6][CH:5]=1.Br[CH2:14][CH2:15][O:16][Si](C(C)(C)C)(C)C.C([O-])([O-])=O.[Cs+].[Cs+].F.F.F.C(N(CC)CC)C, predict the reaction product. The product is: [F:1][C:2]([F:11])([F:12])[O:3][C:4]1[CH:5]=[CH:6][C:7]([O:10][CH2:14][CH2:15][OH:16])=[CH:8][CH:9]=1. (8) Given the reactants CCCC[N+](CCCC)(CCCC)CCCC.[F-].[F:19][C:20]1[CH:25]=[CH:24][C:23]([CH2:26][C:27]([O:29][CH3:30])=[O:28])=[C:22]([C:31]#[C:32][Si](C)(C)C)[CH:21]=1, predict the reaction product. The product is: [C:31]([C:22]1[CH:21]=[C:20]([F:19])[CH:25]=[CH:24][C:23]=1[CH2:26][C:27]([O:29][CH3:30])=[O:28])#[CH:32].